This data is from Forward reaction prediction with 1.9M reactions from USPTO patents (1976-2016). The task is: Predict the product of the given reaction. (1) Given the reactants [NH:1]1[CH2:6][CH2:5][CH:4]([NH:7][C:8]2[O:9][C:10]3[C:16]([C:17]([OH:19])=O)=[CH:15][CH:14]=[CH:13][C:11]=3[N:12]=2)[CH2:3][CH2:2]1.[CH2:20]([O:22][C:23]1[CH:24]=[C:25]([CH:28]=[CH:29][C:30]=1[O:31][CH3:32])[CH:26]=O)[CH3:21].[CH:33]([N:36](C(C)C)[CH2:37]C)(C)C.C(O)(=O)C.C([BH3-])#N.[Na+], predict the reaction product. The product is: [CH3:33][N:36]([CH3:37])[C:17]([C:16]1[C:10]2[O:9][C:8]([NH:7][CH:4]3[CH2:3][CH2:2][N:1]([CH2:26][C:25]4[CH:28]=[CH:29][C:30]([O:31][CH3:32])=[C:23]([O:22][CH2:20][CH3:21])[CH:24]=4)[CH2:6][CH2:5]3)=[N:12][C:11]=2[CH:13]=[CH:14][CH:15]=1)=[O:19]. (2) Given the reactants [CH:1]1([CH:4]([C:6]2[CH:11]=[CH:10][C:9]([Cl:12])=[CH:8][CH:7]=2)O)[CH2:3][CH2:2]1.FC(F)(F)C(O)=O.[CH3:20][S:21][CH2:22][C:23]1[CH:24]=[CH:25][CH:26]=[C:27]2[C:31]=1[NH:30][CH:29]=[CH:28]2, predict the reaction product. The product is: [Cl:12][C:9]1[CH:10]=[CH:11][C:6]([CH:4]([CH:1]2[CH2:3][CH2:2]2)[C:28]2[C:27]3[C:31](=[C:23]([CH2:22][S:21][CH3:20])[CH:24]=[CH:25][CH:26]=3)[NH:30][CH:29]=2)=[CH:7][CH:8]=1. (3) Given the reactants Cl[CH2:2][C:3]([NH:5][C@H:6]([C:9]1[CH:14]=[CH:13][CH:12]=[CH:11][CH:10]=1)[CH2:7][OH:8])=[O:4].[H-].[Na+].[NH4+].[Cl-], predict the reaction product. The product is: [C:9]1([C@H:6]2[NH:5][C:3](=[O:4])[CH2:2][O:8][CH2:7]2)[CH:14]=[CH:13][CH:12]=[CH:11][CH:10]=1. (4) Given the reactants O=C1C2C(=CC=CC=2)C(=O)[N:3]1[CH2:12][CH2:13][NH:14][C@H:15]([CH:23]([CH3:25])[CH3:24])[C:16]([O:18][C:19]([CH3:22])([CH3:21])[CH3:20])=[O:17].O.NN, predict the reaction product. The product is: [NH2:3][CH2:12][CH2:13][NH:14][C@H:15]([CH:23]([CH3:25])[CH3:24])[C:16]([O:18][C:19]([CH3:21])([CH3:20])[CH3:22])=[O:17]. (5) The product is: [Cl:15][C:7]1[N:6]=[C:5]2[NH:12][C:2]([CH3:1])=[N:3][C:4]2=[C:9]([CH3:10])[CH:8]=1. Given the reactants [CH3:1][C:2]1[NH:12][C:5]2=[N+:6]([O-])[CH:7]=[CH:8][C:9]([CH3:10])=[C:4]2[N:3]=1.P(Cl)(Cl)([Cl:15])=O, predict the reaction product. (6) The product is: [CH:22]([NH:26][C:2]1[CH:7]=[CH:6][C:5]([C:8]([F:11])([F:10])[F:9])=[CH:4][C:3]=1[N+:12]([O-:14])=[O:13])([CH2:24][CH3:25])[CH3:23]. Given the reactants F[C:2]1[CH:7]=[CH:6][C:5]([C:8]([F:11])([F:10])[F:9])=[CH:4][C:3]=1[N+:12]([O-:14])=[O:13].CN1CCCC1=O.[CH:22]([NH2:26])([CH2:24][CH3:25])[CH3:23], predict the reaction product. (7) The product is: [Br:27][C:10]1[C:9]2[C:13](=[C:14]([O:16][C:17]3[CH:22]=[CH:21][C:20]([S:23]([CH3:26])(=[O:25])=[O:24])=[CH:19][CH:18]=3)[CH:15]=[C:7]([S:4]([CH:1]([CH3:3])[CH3:2])(=[O:6])=[O:5])[CH:8]=2)[NH:12][N:11]=1. Given the reactants [CH:1]([S:4]([C:7]1[CH:8]=[C:9]2[C:13](=[C:14]([O:16][C:17]3[CH:22]=[CH:21][C:20]([S:23]([CH3:26])(=[O:25])=[O:24])=[CH:19][CH:18]=3)[CH:15]=1)[NH:12][N:11]=[CH:10]2)(=[O:6])=[O:5])([CH3:3])[CH3:2].[Br:27]N1C(=O)CCC1=O, predict the reaction product. (8) Given the reactants CCN(C(C)C)C(C)C.[NH2:10][C@H:11]([C:13]1[C:14](=[O:24])[NH:15][C:16]2[C:21]([CH:22]=1)=[CH:20][C:19]([Cl:23])=[CH:18][CH:17]=2)[CH3:12].Cl[C:26]1[N:31]=[C:30]([N:32]2[C:36]([CH3:37])=[N:35][N:34]=[N:33]2)[CH:29]=[CH:28][N:27]=1.CCOC(C)=O, predict the reaction product. The product is: [Cl:23][C:19]1[CH:20]=[C:21]2[C:16](=[CH:17][CH:18]=1)[NH:15][C:14](=[O:24])[C:13]([C@@H:11]([NH:10][C:26]1[N:31]=[C:30]([N:32]3[C:36]([CH3:37])=[N:35][N:34]=[N:33]3)[CH:29]=[CH:28][N:27]=1)[CH3:12])=[CH:22]2. (9) Given the reactants [H-].[Al+3].[Li+].[H-].[H-].[H-].[CH2:7]([N:14]([CH3:36])[C:15](=O)[CH2:16][CH:17]([N:30]1[CH2:34][CH2:33][CH2:32][CH2:31]1)[CH2:18][C:19]([N:21]([CH2:23][C:24]1[CH:29]=[CH:28][CH:27]=[CH:26][CH:25]=1)[CH3:22])=O)[C:8]1[CH:13]=[CH:12][CH:11]=[CH:10][CH:9]=1.CO, predict the reaction product. The product is: [CH2:23]([N:21]([CH3:22])[CH2:19][CH2:18][CH:17]([N:30]1[CH2:34][CH2:33][CH2:32][CH2:31]1)[CH2:16][CH2:15][N:14]([CH2:7][C:8]1[CH:9]=[CH:10][CH:11]=[CH:12][CH:13]=1)[CH3:36])[C:24]1[CH:29]=[CH:28][CH:27]=[CH:26][CH:25]=1. (10) Given the reactants Br[CH:2]=[C:3]1[C:9]2[CH:10]=[CH:11][CH:12]=[CH:13][C:8]=2[CH2:7][O:6][C:5]2[CH:14]=[C:15]([Cl:18])[CH:16]=[CH:17][C:4]1=2.CC1(C)C(C)(C)OB([C:27]2[CH:36]=[CH:35][C:30]3[NH:31][C:32](=[O:34])[NH:33][C:29]=3[CH:28]=2)O1.C([O-])([O-])=O.[Na+].[Na+], predict the reaction product. The product is: [Cl:18][C:15]1[CH:16]=[CH:17][C:4]2[C:3](=[CH:2][C:27]3[CH:36]=[CH:35][C:30]4[NH:31][C:32](=[O:34])[NH:33][C:29]=4[CH:28]=3)[C:9]3[CH:10]=[CH:11][CH:12]=[CH:13][C:8]=3[CH2:7][O:6][C:5]=2[CH:14]=1.